Dataset: Peptide-MHC class I binding affinity with 185,985 pairs from IEDB/IMGT. Task: Regression. Given a peptide amino acid sequence and an MHC pseudo amino acid sequence, predict their binding affinity value. This is MHC class I binding data. (1) The peptide sequence is FMGRIRSVY. The MHC is HLA-A26:01 with pseudo-sequence HLA-A26:01. The binding affinity (normalized) is 0.152. (2) The peptide sequence is RPKQAWCWF. The MHC is HLA-B27:05 with pseudo-sequence HLA-B27:05. The binding affinity (normalized) is 0.0975. (3) The peptide sequence is FTTSLSLHK. The MHC is HLA-A03:01 with pseudo-sequence HLA-A03:01. The binding affinity (normalized) is 0.334. (4) The peptide sequence is RTLNAWVKL. The MHC is Mamu-A02 with pseudo-sequence Mamu-A02. The binding affinity (normalized) is 0.660.